This data is from Drug-target binding data from BindingDB using Ki measurements. The task is: Regression. Given a target protein amino acid sequence and a drug SMILES string, predict the binding affinity score between them. We predict pKi (pKi = -log10(Ki in M); higher means stronger inhibition). Dataset: bindingdb_ki. The compound is CC[C@H](C)[C@H](NC(=O)[C@H](C)NC(=O)[C@H](Cc1cnc[nH]1)NC(=O)[C@@H]1CCCN1C(=O)CNC(=O)[C@H](CC(C)C)NC(=O)[C@H](CC(C)C)NC(=O)[C@H](Cc1ccc(O)cc1)NC(=O)CNC(=O)[C@H](C)NC(=O)[C@H](CO)NC(=O)[C@H](CC(N)=O)NC(=O)[C@H](CC(C)C)NC(=O)[C@@H](NC(=O)[C@H](Cc1c[nH]c2ccccc12)NC(=O)CN)[C@@H](C)O)C(=O)O. The pKi is 8.3. The target protein (O43603) has sequence MNVSGCPGAGNASQAGGGGGWHPEAVIVPLLFALIFLVGTVGNTLVLAVLLRGGQAVSTTNLFILNLGVADLCFILCCVPFQATIYTLDGWVFGSLLCKAVHFLIFLTMHASSFTLAAVSLDRYLAIRYPLHSRELRTPRNALAAIGLIWGLSLLFSGPYLSYYRQSQLANLTVCHPAWSAPRRRAMDICTFVFSYLLPVLVLGLTYARTLRYLWRAVDPVAAGSGARRAKRKVTRMILIVAALFCLCWMPHHALILCVWFGQFPLTRATYALRILSHLVSYANSCVNPIVYALVSKHFRKGFRTICAGLLGRAPGRASGRVCAAARGTHSGSVLERESSDLLHMSEAAGALRPCPGASQPCILEPCPGPSWQGPKAGDSILTVDVA.